From a dataset of Forward reaction prediction with 1.9M reactions from USPTO patents (1976-2016). Predict the product of the given reaction. (1) Given the reactants [N+:1]([C:4]1[CH:5]=[C:6]2[C:11](=[CH:12][CH:13]=1)[NH:10][C:9](=O)[CH2:8][CH2:7]2)([O-:3])=[O:2].B.C1COCC1, predict the reaction product. The product is: [N+:1]([C:4]1[CH:5]=[C:6]2[C:11](=[CH:12][CH:13]=1)[NH:10][CH2:9][CH2:8][CH2:7]2)([O-:3])=[O:2]. (2) Given the reactants [F:1][C:2]1[CH:7]=[CH:6][C:5]([C:8]2[O:9][C:10]3[CH:20]=[C:19]([N:21]([CH3:26])[S:22]([CH3:25])(=[O:24])=[O:23])[C:18]([C:27]4[CH:32]=[CH:31][C:30]([O:33][CH3:34])=[C:29]([C:35]5[O:36][C:37]6[CH:43]=[C:42](I)[CH:41]=[CH:40][C:38]=6[N:39]=5)[CH:28]=4)=[CH:17][C:11]=3[C:12]=2[C:13]([NH:15][CH3:16])=[O:14])=[CH:4][CH:3]=1.[N:45]1[CH:50]=[C:49](B(O)O)[CH:48]=[N:47][CH:46]=1.[O-]P([O-])([O-])=O.[K+].[K+].[K+], predict the reaction product. The product is: [F:1][C:2]1[CH:7]=[CH:6][C:5]([C:8]2[O:9][C:10]3[CH:20]=[C:19]([N:21]([CH3:26])[S:22]([CH3:25])(=[O:24])=[O:23])[C:18]([C:27]4[CH:32]=[CH:31][C:30]([O:33][CH3:34])=[C:29]([C:35]5[O:36][C:37]6[CH:43]=[C:42]([C:49]7[CH:50]=[N:45][CH:46]=[N:47][CH:48]=7)[CH:41]=[CH:40][C:38]=6[N:39]=5)[CH:28]=4)=[CH:17][C:11]=3[C:12]=2[C:13]([NH:15][CH3:16])=[O:14])=[CH:4][CH:3]=1.